Dataset: NCI-60 drug combinations with 297,098 pairs across 59 cell lines. Task: Regression. Given two drug SMILES strings and cell line genomic features, predict the synergy score measuring deviation from expected non-interaction effect. (1) Drug 1: COC1=NC(=NC2=C1N=CN2C3C(C(C(O3)CO)O)O)N. Drug 2: CC1CCCC2(C(O2)CC(NC(=O)CC(C(C(=O)C(C1O)C)(C)C)O)C(=CC3=CSC(=N3)C)C)C. Cell line: SF-539. Synergy scores: CSS=62.3, Synergy_ZIP=8.76, Synergy_Bliss=9.12, Synergy_Loewe=-37.7, Synergy_HSA=4.61. (2) Drug 1: CCCS(=O)(=O)NC1=C(C(=C(C=C1)F)C(=O)C2=CNC3=C2C=C(C=N3)C4=CC=C(C=C4)Cl)F. Drug 2: CC1=CC2C(CCC3(C2CCC3(C(=O)C)OC(=O)C)C)C4(C1=CC(=O)CC4)C. Cell line: KM12. Synergy scores: CSS=-7.24, Synergy_ZIP=1.36, Synergy_Bliss=-4.51, Synergy_Loewe=-6.69, Synergy_HSA=-7.79. (3) Drug 1: C1CC(C1)(C(=O)O)C(=O)O.[NH2-].[NH2-].[Pt+2]. Drug 2: B(C(CC(C)C)NC(=O)C(CC1=CC=CC=C1)NC(=O)C2=NC=CN=C2)(O)O. Cell line: BT-549. Synergy scores: CSS=58.0, Synergy_ZIP=-1.60, Synergy_Bliss=2.69, Synergy_Loewe=0.379, Synergy_HSA=0.619. (4) Drug 1: CS(=O)(=O)CCNCC1=CC=C(O1)C2=CC3=C(C=C2)N=CN=C3NC4=CC(=C(C=C4)OCC5=CC(=CC=C5)F)Cl. Drug 2: CC(C)CN1C=NC2=C1C3=CC=CC=C3N=C2N. Cell line: NCI/ADR-RES. Synergy scores: CSS=6.52, Synergy_ZIP=-5.44, Synergy_Bliss=-4.83, Synergy_Loewe=-0.754, Synergy_HSA=-0.106.